Task: Predict the reaction yield, written as a fraction of the theoretical maximum amount of product (1.0 means a 100% yield; for example, 0.34 means a 34% yield).. Dataset: Reaction yield outcomes from USPTO patents with 853,638 reactions (1) The reactants are [CH3:1][N:2]([CH3:35])[CH2:3][CH2:4][CH2:5][S:6]([N:9]1[CH2:14][CH2:13][CH:12]([C:15]2[C:23]3[C:18](=[C:19]([C:32]([NH2:34])=[O:33])[CH:20]=[C:21]([C:24]4[CH:29]=[CH:28][CH:27]=[C:26]([CH:30]=O)[CH:25]=4)[CH:22]=3)[NH:17][CH:16]=2)[CH2:11][CH2:10]1)(=[O:8])=[O:7].[CH2:36]([NH2:38])[CH3:37].C1COCC1.[BH4-].[Na+]. The catalyst is CO. The product is [CH3:35][N:2]([CH3:1])[CH2:3][CH2:4][CH2:5][S:6]([N:9]1[CH2:10][CH2:11][CH:12]([C:15]2[C:23]3[C:18](=[C:19]([C:32]([NH2:34])=[O:33])[CH:20]=[C:21]([C:24]4[CH:29]=[CH:28][CH:27]=[C:26]([CH2:30][NH:38][CH2:36][CH3:37])[CH:25]=4)[CH:22]=3)[NH:17][CH:16]=2)[CH2:13][CH2:14]1)(=[O:8])=[O:7]. The yield is 0.520. (2) The reactants are [CH3:1][C:2]1[CH:17]=[C:16]([CH2:18][NH:19][CH2:20][CH2:21][CH:22]([CH3:24])[CH3:23])[CH:15]=[CH:14][C:3]=1[O:4][C:5]1[CH:13]=[CH:12][C:8]([C:9]([NH2:11])=[O:10])=[CH:7][N:6]=1.[CH2:25]=O.[BH4-].[Na+]. The catalyst is CO. The product is [CH3:1][C:2]1[CH:17]=[C:16]([CH2:18][N:19]([CH3:25])[CH2:20][CH2:21][CH:22]([CH3:24])[CH3:23])[CH:15]=[CH:14][C:3]=1[O:4][C:5]1[CH:13]=[CH:12][C:8]([C:9]([NH2:11])=[O:10])=[CH:7][N:6]=1. The yield is 0.200. (3) The reactants are Cl[C:2]1[C:11]([N+:12]([O-:14])=[O:13])=[CH:10][C:5]([C:6]([O:8][CH3:9])=[O:7])=[CH:4][C:3]=1[N+:15]([O-:17])=[O:16].Cl.[Cl:19][CH2:20][CH2:21][NH2:22].CCN(CC)CC. The catalyst is CO. The product is [Cl:19][CH2:20][CH2:21][NH:22][C:2]1[C:11]([N+:12]([O-:14])=[O:13])=[CH:10][C:5]([C:6]([O:8][CH3:9])=[O:7])=[CH:4][C:3]=1[N+:15]([O-:17])=[O:16]. The yield is 1.56. (4) The reactants are Br[C:2]1[CH:7]=[CH:6][C:5]([N:8]2[C:12]([CH2:13][C@@H:14]3[CH2:18][CH2:17][N:16]([C:19](=[O:24])[C:20]([CH3:23])([CH3:22])[CH3:21])[CH2:15]3)=[N:11][NH:10][C:9]2=[O:25])=[CH:4][CH:3]=1.CC1(C)C(C)(C)OB([C:34]2[CH:43]=[C:42]3[C:37]([CH:38]=[CH:39][CH:40]=[N:41]3)=[CH:36][CH:35]=2)O1.C(=O)([O-])[O-].[K+].[K+]. The catalyst is O1CCOCC1.C1C=CC(P(C2C=CC=CC=2)[C-]2C=CC=C2)=CC=1.C1C=CC(P(C2C=CC=CC=2)[C-]2C=CC=C2)=CC=1.Cl[Pd]Cl.[Fe+2].ClCCl. The product is [CH3:21][C:20]([CH3:23])([CH3:22])[C:19]([N:16]1[CH2:17][CH2:18][C@@H:14]([CH2:13][C:12]2[N:8]([C:5]3[CH:6]=[CH:7][C:2]([C:34]4[CH:43]=[C:42]5[C:37]([CH:38]=[CH:39][CH:40]=[N:41]5)=[CH:36][CH:35]=4)=[CH:3][CH:4]=3)[C:9](=[O:25])[NH:10][N:11]=2)[CH2:15]1)=[O:24]. The yield is 0.380. (5) The yield is 0.500. The reactants are [Br:1][C:2]1[CH:3]=[C:4]([CH:7]=[O:8])[NH:5][CH:6]=1.I[CH3:10]. No catalyst specified. The product is [CH3:10][N:5]1[CH:6]=[C:2]([Br:1])[CH:3]=[C:4]1[CH:7]=[O:8].